From a dataset of Full USPTO retrosynthesis dataset with 1.9M reactions from patents (1976-2016). Predict the reactants needed to synthesize the given product. (1) Given the product [F:23][C:4]1[CH:3]=[C:2]([B:24]2[O:28][C:27]([CH3:30])([CH3:29])[C:26]([CH3:32])([CH3:31])[O:25]2)[CH:7]=[CH:6][C:5]=1[NH:8][C:9](=[O:22])[NH:10][C:11]1[CH:21]=[CH:20][C:14]([C:15]([N:17]([CH3:19])[CH3:18])=[O:16])=[CH:13][CH:12]=1, predict the reactants needed to synthesize it. The reactants are: Br[C:2]1[CH:7]=[CH:6][C:5]([NH:8][C:9](=[O:22])[NH:10][C:11]2[CH:21]=[CH:20][C:14]([C:15]([N:17]([CH3:19])[CH3:18])=[O:16])=[CH:13][CH:12]=2)=[C:4]([F:23])[CH:3]=1.[B:24]1([B:24]2[O:28][C:27]([CH3:30])([CH3:29])[C:26]([CH3:32])([CH3:31])[O:25]2)[O:28][C:27]([CH3:30])([CH3:29])[C:26]([CH3:32])([CH3:31])[O:25]1.CC([O-])=O.[K+].C(Cl)Cl. (2) Given the product [N:15]1([C:23]([C:2]2[CH:3]=[C:4]3[CH:10]=[CH:9][NH:8][C:5]3=[N:6][CH:7]=2)=[O:24])[CH2:19][CH2:18][CH2:17][CH2:16]1, predict the reactants needed to synthesize it. The reactants are: Br[C:2]1[CH:3]=[C:4]2[CH:10]=[CH:9][N:8](S(C)(=O)=O)[C:5]2=[N:6][CH:7]=1.[NH:15]1[CH2:19][CH2:18][CH2:17][CH2:16]1.CN([CH:23]=[O:24])C. (3) Given the product [CH:19]1[C:20]2[N:21]([CH:22]=[CH:23][CH:24]=2)[CH:16]=[C:17]([C:25]([O:27][CH2:28][CH3:29])=[O:26])[N:18]=1, predict the reactants needed to synthesize it. The reactants are: C(O)(C(F)(F)F)=O.P(Cl)(Cl)(Cl)=O.C(O[CH:16](OCC)[C@@H:17]([C:25]([O:27][CH2:28][CH3:29])=[O:26])[N:18]=[CH:19][C:20]1[NH:21][CH:22]=[CH:23][CH:24]=1)C.C([O-])(O)=O.[Na+]. (4) Given the product [CH2:13]([N:10]1[C:6]2=[N:7][C:8]([CH3:9])=[C:3]([CH2:2][C:24]3[CH:25]=[C:26]([C:27]([NH2:32])=[O:28])[O:22][N:23]=3)[C:4]([NH:15][CH:16]3[CH2:21][CH2:20][O:19][CH2:18][CH2:17]3)=[C:5]2[CH:12]=[N:11]1)[CH3:14], predict the reactants needed to synthesize it. The reactants are: N[CH2:2][C:3]1[C:8]([CH3:9])=[N:7][C:6]2[N:10]([CH2:13][CH3:14])[N:11]=[CH:12][C:5]=2[C:4]=1[NH:15][CH:16]1[CH2:21][CH2:20][O:19][CH2:18][CH2:17]1.[O:22]1[C:26]([C:27](Cl)=[O:28])=[CH:25][CH:24]=[N:23]1.CC[N:32](C(C)C)C(C)C. (5) Given the product [P:31]([OH:35])([OH:34])([OH:33])=[O:32].[Cl:1][C:2]1[CH:7]=[CH:6][CH:5]=[CH:4][C:3]=1[C:8]1[N:9]([CH:25]2[CH2:26][CH2:27][O:28][CH2:29][CH2:30]2)[C:10]2[C:15]([N:16]=1)=[C:14]([N:17]1[CH2:18][CH2:19][N:20]([CH3:23])[CH2:21][CH2:22]1)[N:13]=[C:12]([CH3:24])[N:11]=2, predict the reactants needed to synthesize it. The reactants are: [Cl:1][C:2]1[CH:7]=[CH:6][CH:5]=[CH:4][C:3]=1[C:8]1[N:9]([CH:25]2[CH2:30][CH2:29][O:28][CH2:27][CH2:26]2)[C:10]2[C:15]([N:16]=1)=[C:14]([N:17]1[CH2:22][CH2:21][N:20]([CH3:23])[CH2:19][CH2:18]1)[N:13]=[C:12]([CH3:24])[N:11]=2.[P:31](=[O:35])([OH:34])([OH:33])[OH:32]. (6) Given the product [CH3:108][CH:106]([CH2:105][CH2:104][CH2:103][C@H:101]([C@@H:100]1[C@:91]2([CH3:109])[C@H:92]([C@H:93]3[C@H:88]([CH2:89][CH2:90]2)[C@:87]2([CH3:110])[C:96]([CH2:97][C@H:84]([CH2:85][CH2:86]2)[OH:83])=[CH:95][CH2:94]3)[CH2:98][CH2:99]1)[CH3:102])[CH3:107], predict the reactants needed to synthesize it. The reactants are: O=C(OCC(OC(=O)CCCCCCC/C=C\CCCCCCCC)COC(=O)CCCCCCC/C=C\CCCCCCCC)CCCCCCC/C=C\CCCCCCCC.CCCCCCCC/C=C\CCCCCCCC([O:83][C@@H:84]1[CH2:97][C:96]2[C@@:87]([CH3:110])([C@@H:88]3[C@@H:93]([CH2:94][CH:95]=2)[C@@H:92]2[CH2:98][CH2:99][C@H:100]([C@@H:101]([CH2:103][CH2:104][CH2:105][CH:106]([CH3:108])[CH3:107])[CH3:102])[C@@:91]2([CH3:109])[CH2:90][CH2:89]3)[CH2:86][CH2:85]1)=O.N#N.CCC(C(O[C@@H]1[C@@H]2[C@@H](CC[C@H]3OC(=O)C[C@H](O)C3)[C@@H](C)C=CC2=C[C@H](C)C1)=O)(C)C. (7) Given the product [CH2:1]([N:8]1[CH2:29][CH2:28][CH2:27][C:10]2([N:14]([CH2:15][CH2:16][C:17]3[CH:18]=[CH:19][C:20]([O:23][CH3:24])=[CH:21][CH:22]=3)[C:13](=[O:25])[N:12]([CH2:31][CH:32]([CH3:34])[CH3:33])[C:11]2=[O:26])[CH2:9]1)[C:2]1[CH:3]=[CH:4][CH:5]=[CH:6][CH:7]=1, predict the reactants needed to synthesize it. The reactants are: [CH2:1]([N:8]1[CH2:29][CH2:28][CH2:27][C:10]2([N:14]([CH2:15][CH2:16][C:17]3[CH:22]=[CH:21][C:20]([O:23][CH3:24])=[CH:19][CH:18]=3)[C:13](=[O:25])[NH:12][C:11]2=[O:26])[CH2:9]1)[C:2]1[CH:7]=[CH:6][CH:5]=[CH:4][CH:3]=1.Br[CH2:31][CH:32]([CH3:34])[CH3:33].C(=O)([O-])[O-].[K+].[K+]. (8) The reactants are: [F:1][C:2]([F:23])([C:6]([F:22])([F:21])[C:7]1[N:11]=[C:10]([C:12]2[CH:17]=[CH:16][C:15]([N+:18]([O-])=O)=[CH:14][CH:13]=2)[NH:9][N:8]=1)[C:3]([OH:5])=[O:4].O.O.[Sn](Cl)[Cl:27].C(=O)([O-])O.[Na+]. Given the product [ClH:27].[NH2:18][C:15]1[CH:14]=[CH:13][C:12]([C:10]2[NH:9][N:8]=[C:7]([C:6]([F:22])([F:21])[C:2]([F:23])([F:1])[C:3]([OH:5])=[O:4])[N:11]=2)=[CH:17][CH:16]=1, predict the reactants needed to synthesize it. (9) The reactants are: [C:1]([O:5][C:6]([NH:8][CH2:9][CH2:10][CH2:11][CH2:12][CH2:13][C:14]([OH:16])=O)=[O:7])([CH3:4])([CH3:3])[CH3:2].CCN(C(C)C)C(C)C.CN([C:29]([O:33][N:34]1N=NC2C=CC=C[C:35]1=2)=[N+](C)C)C.F[P-](F)(F)(F)(F)F.CNOC. Given the product [C:1]([O:5][C:6](=[O:7])[NH:8][CH2:9][CH2:10][CH2:11][CH2:12][CH2:13][C:14]([N:34]([O:33][CH3:29])[CH3:35])=[O:16])([CH3:2])([CH3:3])[CH3:4], predict the reactants needed to synthesize it. (10) Given the product [F:48][C:27]1[CH:28]=[C:29]([NH:32][C:33]([C:35]2([C:38]([NH:39][C:40]3[CH:41]=[CH:42][C:43]([F:46])=[CH:44][CH:45]=3)=[O:47])[CH2:36][CH2:37]2)=[O:34])[CH:30]=[CH:31][C:26]=1[O:25][C:23]1[CH:22]=[CH:21][N:20]=[C:19]([NH:9][C:8]([N:60]2[CH2:59][CH2:58][N:57]([CH:54]3[CH2:55][CH2:56][N:51]([CH3:50])[CH2:52][CH2:53]3)[CH2:62][CH2:61]2)=[O:49])[CH:24]=1, predict the reactants needed to synthesize it. The reactants are: C1(O[C:8](=[O:49])[N:9]([C:19]2[CH:24]=[C:23]([O:25][C:26]3[CH:31]=[CH:30][C:29]([NH:32][C:33]([C:35]4([C:38](=[O:47])[NH:39][C:40]5[CH:45]=[CH:44][C:43]([F:46])=[CH:42][CH:41]=5)[CH2:37][CH2:36]4)=[O:34])=[CH:28][C:27]=3[F:48])[CH:22]=[CH:21][N:20]=2)C(OC2C=CC=CC=2)=O)C=CC=CC=1.[CH3:50][N:51]1[CH2:56][CH2:55][CH:54]([N:57]2[CH2:62][CH2:61][NH:60][CH2:59][CH2:58]2)[CH2:53][CH2:52]1.